From a dataset of Forward reaction prediction with 1.9M reactions from USPTO patents (1976-2016). Predict the product of the given reaction. (1) The product is: [CH:1]1([C:4]2[N:13]=[C:12]([N:14]3[CH2:15][CH2:16][N:17]([C:20]4[CH:25]=[CH:24][C:23]([O:26][CH3:27])=[CH:22][C:21]=4[NH2:28])[CH2:18][CH2:19]3)[C:11]3[C:6](=[CH:7][C:8]([O:33][CH3:34])=[C:9]([O:31][CH3:32])[CH:10]=3)[N:5]=2)[CH2:2][CH2:3]1. Given the reactants [CH:1]1([C:4]2[N:13]=[C:12]([N:14]3[CH2:19][CH2:18][N:17]([C:20]4[CH:25]=[CH:24][C:23]([O:26][CH3:27])=[CH:22][C:21]=4[N+:28]([O-])=O)[CH2:16][CH2:15]3)[C:11]3[C:6](=[CH:7][C:8]([O:33][CH3:34])=[C:9]([O:31][CH3:32])[CH:10]=3)[N:5]=2)[CH2:3][CH2:2]1.[NH4+].[Cl-], predict the reaction product. (2) Given the reactants [CH3:1][C:2]1[S:3][C:4]2[CH:9]=[CH:8][N:7]=[CH:6][C:5]=2[N:10]=1.ClC1C=C(C=CC=1)C(OO)=[O:16], predict the reaction product. The product is: [CH3:1][C:2]1[S:3][C:4]2[CH:9]=[CH:8][N+:7]([O-:16])=[CH:6][C:5]=2[N:10]=1. (3) Given the reactants [CH3:1][Si:2]([CH3:9])([CH3:8])[NH:3][Si](C)(C)C.[CH:10]([Si:12]([Cl:15])(Cl)[Cl:13])=[CH2:11], predict the reaction product. The product is: [Cl:13][Si:12]([Cl:15])([CH:10]=[CH2:11])[NH:3][Si:2]([CH3:9])([CH3:8])[CH3:1]. (4) Given the reactants [CH3:1][O:2][C:3](=[O:17])[C@@H:4]1[CH2:8][C:7](=O)[CH2:6][N:5]1[C:10]([O:12][C:13]([CH3:16])([CH3:15])[CH3:14])=[O:11].[NH:18]1[CH2:22][CH2:21][CH2:20][CH2:19]1.CC(OCC1C2C(=CC=CC=2)C(COC(C)=O)=C2C=1C=CC=C2)=O.C(O[BH-](OC(=O)C)OC(=O)C)(=O)C.[Na+], predict the reaction product. The product is: [CH3:1][O:2][C:3]([CH:4]1[N:5]([C:10]([O:12][C:13]([CH3:16])([CH3:15])[CH3:14])=[O:11])[CH2:6][CH:7]([N:18]2[CH2:22][CH2:21][CH2:20][CH2:19]2)[CH2:8]1)=[O:17]. (5) Given the reactants C([O:5]C([N:8]1[CH2:17][CH2:16][C:15]2[N:14]([CH2:18][C:19]3[CH:24]=[CH:23][CH:22]=[CH:21][CH:20]=3)[N:13]=[C:12]([C:25]3[CH:30]=[CH:29][C:28]([Cl:31])=[CH:27][CH:26]=3)[C:11]=2[CH2:10][CH2:9]1)=O)(C)(C)C.[C:32]([O-:35])([O-:34])=O.[Na+].[Na+].ClC1C=CC(B2[O:49][C:48]3[CH:50]=CC=C[C:47]=3[O:46]2)=CC=1.C(OC(N1CCC2N(CC3C=CC=CC=3)N=C(OS(C(F)(F)F)(=O)=O)C=2CC1)=O)(C)(C)C.CC[O:88][C:89]([CH3:91])=[O:90], predict the reaction product. The product is: [C:89]([OH:88])(=[O:90])[CH2:91][C:48]([CH2:50][C:32]([OH:35])=[O:34])([C:47]([OH:46])=[O:5])[OH:49].[CH2:18]([N:14]1[C:15]2[CH2:16][CH2:17][NH:8][CH2:9][CH2:10][C:11]=2[C:12]([C:25]2[CH:30]=[CH:29][C:28]([Cl:31])=[CH:27][CH:26]=2)=[N:13]1)[C:19]1[CH:24]=[CH:23][CH:22]=[CH:21][CH:20]=1.